This data is from Reaction yield outcomes from USPTO patents with 853,638 reactions. The task is: Predict the reaction yield, written as a fraction of the theoretical maximum amount of product (1.0 means a 100% yield; for example, 0.34 means a 34% yield). (1) The reactants are C(N)CCC.[BH4-].[Na+].[CH2:8]([OH:16])[CH2:9][CH2:10][CH2:11][CH2:12][CH2:13][C:14]#[CH:15].Br[C:18]#[C:19][CH2:20][CH2:21][CH2:22][CH3:23]. The catalyst is O.CCCCCC.CO. The product is [CH2:8]([OH:16])[CH2:9][CH2:10][CH2:11][CH2:12][CH2:13][C:14]#[C:15][C:18]#[C:19][CH2:20][CH2:21][CH2:22][CH3:23]. The yield is 0.730. (2) The reactants are [CH:1]([C:3]1[C:12]2[C:6]([CH:7]=[CH:8][CH:9]=[CH:10][CH:11]=2)=[CH:5][CH:4]=1)=O.[CH2:13]([N:20]1[C:28]2[C:23](=[CH:24][CH:25]=[CH:26][CH:27]=2)[CH2:22][C:21]1=[O:29])[C:14]1[CH:19]=[CH:18][CH:17]=[CH:16][CH:15]=1.N1CCCC1. The catalyst is C(O)C. The product is [C:3]1([CH:1]=[C:22]2[C:23]3[C:28](=[CH:27][CH:26]=[CH:25][CH:24]=3)[N:20]([CH2:13][C:14]3[CH:19]=[CH:18][CH:17]=[CH:16][CH:15]=3)[C:21]2=[O:29])[C:12]2[C:6]([CH:7]=[CH:8][CH:9]=[CH:10][CH:11]=2)=[CH:5][CH:4]=1. The yield is 0.870. (3) The catalyst is CN(C=O)C. The reactants are [O:1]=[C:2]1[C:11]2[C:6](=[CH:7][CH:8]=[C:9]([NH:12][C:13]([C@H:15]3[C@@H:19]([CH2:20]Br)[O:18][C:17]([CH3:23])([CH3:22])[O:16]3)=[O:14])[CH:10]=2)[CH:5]=[C:4]([C:24]2[CH:29]=[CH:28][CH:27]=[CH:26][C:25]=2[C:30]([F:33])([F:32])[F:31])[NH:3]1.C(=O)([O-])[O-].[K+].[K+]. The product is [CH3:22][C:17]1([CH3:23])[O:18][C@@H:19]2[CH2:20][N:12]([C:9]3[CH:10]=[C:11]4[C:6]([CH:5]=[C:4]([C:24]5[CH:29]=[CH:28][CH:27]=[CH:26][C:25]=5[C:30]([F:33])([F:32])[F:31])[NH:3][C:2]4=[O:1])=[CH:7][CH:8]=3)[C:13](=[O:14])[C@@H:15]2[O:16]1. The yield is 0.250. (4) The reactants are F[C:2]1[C:7]([CH3:8])=[CH:6][CH:5]=[CH:4][C:3]=1[N+:9]([O-:11])=[O:10].[C:12]([O:16][C:17]([NH:19][NH2:20])=[O:18])([CH3:15])([CH3:14])[CH3:13]. The catalyst is CS(C)=O. The product is [CH3:8][C:7]1[CH:6]=[CH:5][CH:4]=[C:3]([N+:9]([O-:11])=[O:10])[C:2]=1[N:19]([C:17]([O:16][C:12]([CH3:15])([CH3:14])[CH3:13])=[O:18])[NH2:20]. The yield is 0.800. (5) The reactants are [Na:1].CO[CH:4]1[O:9][CH2:8][CH:7]([CH2:10][O:11][C:12]2[CH:17]=[CH:16][N:15]=[C:14]([CH2:18][S:19]([C:21]3[NH:25][C:24]4[CH:26]=[CH:27][CH:28]=[CH:29][C:23]=4[N:22]=3)=[O:20])[C:13]=2[CH3:30])[CH2:6][O:5]1.[CH2:31]1[C:35]2(OCC(CO)CO2)C[CH2:33][CH2:32]1. No catalyst specified. The product is [Na:1].[CH2:35]1[C:4]2([O:9][CH2:8][CH:7]([CH2:10][O:11][C:12]3[CH:17]=[CH:16][N:15]=[C:14]([CH2:18][S:19]([C:21]4[NH:25][C:24]5[CH:26]=[CH:27][CH:28]=[CH:29][C:23]=5[N:22]=4)=[O:20])[C:13]=3[CH3:30])[CH2:6][O:5]2)[CH2:33][CH2:32][CH2:31]1. The yield is 0.0810. (6) The reactants are C[N:2](C)/[CH:3]=[CH:4]/[C:5]([C:7]1[CH:15]=[C:14]2[C:10]([C:11]([CH2:24][CH3:25])=[N:12][N:13]2COCC[Si](C)(C)C)=[CH:9][CH:8]=1)=O.Cl.[Br:28][C:29]1[CH:34]=[CH:33][C:32]([NH:35]N)=[CH:31][CH:30]=1. The catalyst is C(O)C. The product is [Br:28][C:29]1[CH:34]=[CH:33][C:32]([N:35]2[C:5]([C:7]3[CH:15]=[C:14]4[C:10]([C:11]([CH2:24][CH3:25])=[N:12][NH:13]4)=[CH:9][CH:8]=3)=[CH:4][CH:3]=[N:2]2)=[CH:31][CH:30]=1. The yield is 0.770.